Dataset: Catalyst prediction with 721,799 reactions and 888 catalyst types from USPTO. Task: Predict which catalyst facilitates the given reaction. (1) Reactant: C(OC(=O)[NH:7][CH:8]1[CH2:12][C:11](=[CH2:13])[CH2:10][CH:9]1[C:14](=[O:23])[NH:15][C:16]1[CH:21]=[CH:20][C:19]([Cl:22])=[CH:18][CH:17]=1)(C)(C)C. Product: [Cl:22][C:19]1[CH:20]=[CH:21][C:16]([NH:15][C:14]([CH:9]2[CH2:10][C:11](=[CH2:13])[CH2:12][CH:8]2[NH2:7])=[O:23])=[CH:17][CH:18]=1. The catalyst class is: 557. (2) The catalyst class is: 2. Reactant: [Si:1]([O:8][CH2:9][CH:10]([NH:28][C:29](=[O:35])[O:30][C:31]([CH3:34])([CH3:33])[CH3:32])[C:11]([NH:13][NH:14][C:15](=O)[C:16]1[C:21]([NH:22][CH:23]([CH3:25])[CH3:24])=[CH:20][C:19]([Cl:26])=[N:18][CH:17]=1)=[O:12])([C:4]([CH3:7])([CH3:6])[CH3:5])([CH3:3])[CH3:2].C1(P(C2C=CC=CC=2)C2C=CC=CC=2)C=CC=CC=1.CCN(CC)CC.C(Cl)(Cl)(Cl)Cl. Product: [Si:1]([O:8][CH2:9][CH:10]([NH:28][C:29](=[O:35])[O:30][C:31]([CH3:33])([CH3:34])[CH3:32])[C:11]1[O:12][C:15]([C:16]2[CH:17]=[N:18][C:19]([Cl:26])=[CH:20][C:21]=2[NH:22][CH:23]([CH3:24])[CH3:25])=[N:14][N:13]=1)([C:4]([CH3:5])([CH3:7])[CH3:6])([CH3:3])[CH3:2].